The task is: Predict the reaction yield, written as a fraction of the theoretical maximum amount of product (1.0 means a 100% yield; for example, 0.34 means a 34% yield).. This data is from Reaction yield outcomes from USPTO patents with 853,638 reactions. (1) The reactants are [OH:1][C:2]1[CH:10]=[CH:9][C:5]([C:6]([OH:8])=O)=[CH:4][CH:3]=1.[NH2:11][C:12]1[CH:17]=[CH:16][CH:15]=[CH:14][CH:13]=1.CCN=C=NCCCN(C)C. The catalyst is CN(C=O)C. The product is [OH:1][C:2]1[CH:3]=[CH:4][C:5]([C:6]([NH:11][C:12]2[CH:17]=[CH:16][CH:15]=[CH:14][CH:13]=2)=[O:8])=[CH:9][CH:10]=1. The yield is 0.290. (2) The reactants are [BH4-].[Na+].[CH3:3][O:4][C:5]([C:7]1([C:10]2[CH:11]=[C:12]3[C:17](=[CH:18][CH:19]=2)[O:16][CH2:15][CH2:14][C:13]3=O)[CH2:9][CH2:8]1)=[O:6]. The catalyst is FC(F)(F)C(O)=O. The product is [CH3:3][O:4][C:5]([C:7]1([C:10]2[CH:11]=[C:12]3[C:17](=[CH:18][CH:19]=2)[O:16][CH2:15][CH2:14][CH2:13]3)[CH2:8][CH2:9]1)=[O:6]. The yield is 0.920. (3) The reactants are [CH3:1][O:2][C:3]1[CH:4]=[C:5]2[C:10](=[CH:11][C:12]=1[O:13][CH2:14]C1CO1)[N:9]=[CH:8][CH:7]=[C:6]2[O:18][C:19]1[C:20]([C:27]2[CH:28]=[N:29][CH:30]=[CH:31][CH:32]=2)=[N:21][C:22]([CH3:26])=[C:23]([CH3:25])[CH:24]=1.F[C:34](F)(F)[C:35]([OH:37])=O.[OH-:40].[Na+].O. The catalyst is C(Cl)Cl. The product is [CH3:25][C:23]1[CH:24]=[C:19]([O:18][C:6]2[C:5]3[C:10](=[CH:11][C:12]([O:13][CH2:14][CH:35]([OH:37])[CH2:34][OH:40])=[C:3]([O:2][CH3:1])[CH:4]=3)[N:9]=[CH:8][CH:7]=2)[C:20]([C:27]2[CH:28]=[N:29][CH:30]=[CH:31][CH:32]=2)=[N:21][C:22]=1[CH3:26]. The yield is 0.360. (4) The reactants are Cl[CH2:2][CH2:3][CH2:4][C:5]([C:7]1[CH:12]=[CH:11][C:10]([CH2:13][CH:14]([C:19]([O:21][CH3:22])=[O:20])[C:15]([O:17][CH3:18])=[O:16])=[CH:9][CH:8]=1)=[O:6].C(=O)([O-])[O-].[K+].[K+].[N:29]1[CH:34]=[CH:33][C:32]([C:35]([OH:48])([C:42]2[CH:47]=[CH:46][CH:45]=[CH:44][CH:43]=2)[C:36]2[CH:41]=[CH:40][CH:39]=[CH:38][CH:37]=2)=[CH:31][CH:30]=1. The catalyst is O.C(OCC)(=O)C.C1(C)C=CC=CC=1. The product is [OH:48][C:35]([C:42]1[CH:47]=[CH:46][CH:45]=[CH:44][CH:43]=1)([C:36]1[CH:37]=[CH:38][CH:39]=[CH:40][CH:41]=1)[CH:32]1[CH2:33][CH2:34][N:29]([CH2:2][CH2:3][CH2:4][C:5]([C:7]2[CH:12]=[CH:11][C:10]([CH2:13][CH:14]([C:19]([O:21][CH3:22])=[O:20])[C:15]([O:17][CH3:18])=[O:16])=[CH:9][CH:8]=2)=[O:6])[CH2:30][CH2:31]1. The yield is 0.760. (5) The reactants are Cl[C:2]1[C:7]2[C:8](=[O:22])[N:9]([CH2:11][C:12]3[CH:17]=[CH:16][C:15]([O:18][CH3:19])=[CH:14][C:13]=3[O:20][CH3:21])[CH2:10][C:6]=2[C:5]([F:23])=[C:4]([NH:24][C@H:25]([CH2:29][CH:30]([CH3:32])[CH3:31])[C:26]([NH2:28])=[O:27])[N:3]=1.[CH3:33][N:34]1[CH:38]=[C:37](B2OC(C)(C)C(C)(C)O2)[CH:36]=[N:35]1. The catalyst is O1CCOCC1.C([O-])([O-])=O.[Na+].[Na+].Cl[Pd](Cl)([P](C1C=CC=CC=1)(C1C=CC=CC=1)C1C=CC=CC=1)[P](C1C=CC=CC=1)(C1C=CC=CC=1)C1C=CC=CC=1. The product is [CH3:21][O:20][C:13]1[CH:14]=[C:15]([O:18][CH3:19])[CH:16]=[CH:17][C:12]=1[CH2:11][N:9]1[CH2:10][C:6]2[C:5]([F:23])=[C:4]([NH:24][C@H:25]([CH2:29][CH:30]([CH3:32])[CH3:31])[C:26]([NH2:28])=[O:27])[N:3]=[C:2]([C:37]3[CH:36]=[N:35][N:34]([CH3:33])[CH:38]=3)[C:7]=2[C:8]1=[O:22]. The yield is 0.440. (6) The reactants are [CH3:1][C:2]1[O:6][N:5]=[C:4]([C:7]2[CH:12]=[CH:11][CH:10]=[CH:9][CH:8]=2)[C:3]=1[C:13]1[O:17][C:16]([C:18]2[CH:19]=[C:20]3[C:24](=[CH:25][CH:26]=2)[NH:23][CH:22]=[CH:21]3)=[N:15][N:14]=1.[C:27](=O)([O-])[O-].[K+].[K+].IC. The catalyst is CN(C=O)C. The product is [CH3:27][N:23]1[C:24]2[C:20](=[CH:19][C:18]([C:16]3[O:17][C:13]([C:3]4[C:4]([C:7]5[CH:8]=[CH:9][CH:10]=[CH:11][CH:12]=5)=[N:5][O:6][C:2]=4[CH3:1])=[N:14][N:15]=3)=[CH:26][CH:25]=2)[CH:21]=[CH:22]1. The yield is 0.870.